Dataset: Catalyst prediction with 721,799 reactions and 888 catalyst types from USPTO. Task: Predict which catalyst facilitates the given reaction. Reactant: [Cl:1][C:2]1[CH:22]=[CH:21][C:5]([O:6][CH2:7][CH2:8][NH:9][C:10](=[O:20])[CH2:11][CH2:12][C:13]2[CH:18]=[CH:17][CH:16]=[CH:15][C:14]=2[OH:19])=[CH:4][CH:3]=1.C(=O)([O-])[O-].[K+].[K+].Br[C:30]([CH3:39])([CH3:38])[C:31]([O:33][C:34]([CH3:37])([CH3:36])[CH3:35])=[O:32].O. Product: [Cl:1][C:2]1[CH:22]=[CH:21][C:5]([O:6][CH2:7][CH2:8][NH:9][C:10]([CH2:11][CH2:12][C:13]2[CH:18]=[CH:17][CH:16]=[CH:15][C:14]=2[O:19][C:30]([CH3:39])([CH3:38])[C:31]([O:33][C:34]([CH3:37])([CH3:36])[CH3:35])=[O:32])=[O:20])=[CH:4][CH:3]=1. The catalyst class is: 10.